From a dataset of Full USPTO retrosynthesis dataset with 1.9M reactions from patents (1976-2016). Predict the reactants needed to synthesize the given product. (1) The reactants are: [Cl:1][C:2]1[CH:7]=[CH:6][C:5]([C:8]2[N:9]=[C:10](Cl)[C:11]3[CH2:16][CH2:15][CH2:14][C:12]=3[N:13]=2)=[CH:4][CH:3]=1.[CH:18]1([NH2:23])[CH2:22][CH2:21][CH2:20][CH2:19]1.CN1CCCC1=O. Given the product [Cl:1][C:2]1[CH:7]=[CH:6][C:5]([C:8]2[N:9]=[C:10]([NH:23][CH:18]3[CH2:22][CH2:21][CH2:20][CH2:19]3)[C:11]3[CH2:16][CH2:15][CH2:14][C:12]=3[N:13]=2)=[CH:4][CH:3]=1, predict the reactants needed to synthesize it. (2) Given the product [ClH:49].[ClH:49].[CH:30]1([C@H:14]([NH:13][C:11](=[O:12])[C@H:9]([CH3:10])[NH:8][CH3:6])[C:15]([N:17]2[C@H:22]([C:23]([NH:48][C@@H:46]([C:40]3[CH:45]=[CH:44][CH:43]=[CH:42][CH:41]=3)[CH3:47])=[O:24])[CH2:21][N:20]3[CH2:27][CH2:28][CH2:29][C@@H:19]3[CH2:18]2)=[O:16])[CH2:31][CH2:32][CH2:33][CH2:34][CH2:35]1, predict the reactants needed to synthesize it. The reactants are: C(O[C:6]([N:8](C)[C@H:9]([C:11]([NH:13][C@@H:14]([CH:30]1[CH2:35][CH2:34][CH2:33][CH2:32][CH2:31]1)[C:15]([N:17]1[C@H:22]([C:23](OC)=[O:24])[CH2:21][N:20]2[CH2:27][CH2:28][CH2:29][C@@H:19]2[CH2:18]1)=[O:16])=[O:12])[CH3:10])=O)(C)(C)C.O.[OH-].[Li+].[C:40]1([C@H:46]([NH2:48])[CH3:47])[CH:45]=[CH:44][CH:43]=[CH:42][CH:41]=1.[Cl-:49].COC1N=C(OC)N=C([N+]2(C)CCOCC2)N=1.C(OCC)(=O)C.Cl.C(=O)([O-])O.[Na+].